From a dataset of Catalyst prediction with 721,799 reactions and 888 catalyst types from USPTO. Predict which catalyst facilitates the given reaction. (1) Reactant: [NH:1]1[C:5]2[CH:6]=[CH:7][CH:8]=[CH:9][C:4]=2[N:3]=[C:2]1[C:10]([OH:12])=O.C(Cl)(=O)C(Cl)=O.[NH2:19][CH2:20][C:21]([C:24]1[CH:29]=[CH:28][C:27]([NH:30][C:31](=[O:42])[C:32]2[CH:37]=[CH:36][C:35]([O:38][CH3:39])=[C:34]([O:40][CH3:41])[CH:33]=2)=[CH:26][CH:25]=1)([CH3:23])[CH3:22].C(N(CC)CC)C. Product: [CH3:41][O:40][C:34]1[CH:33]=[C:32]([CH:37]=[CH:36][C:35]=1[O:38][CH3:39])[C:31]([NH:30][C:27]1[CH:26]=[CH:25][C:24]([C:21]([CH3:23])([CH3:22])[CH2:20][NH:19][C:10]([C:2]2[NH:1][C:5]3[CH:6]=[CH:7][CH:8]=[CH:9][C:4]=3[N:3]=2)=[O:12])=[CH:29][CH:28]=1)=[O:42]. The catalyst class is: 59. (2) Reactant: [Cl:1][C:2]1[CH:9]=[CH:8][C:5]([CH:6]=[O:7])=[CH:4][N:3]=1.[CH3:10][S:11]([OH:14])(=[O:13])=[O:12].[CH2:15](O)[CH2:16][CH:17]=[CH2:18]. Product: [CH3:10][S:11]([O:14][CH:16]1[CH2:17][CH2:18][O:7][CH:6]([C:5]2[CH:4]=[N:3][C:2]([Cl:1])=[CH:9][CH:8]=2)[CH2:15]1)(=[O:13])=[O:12]. The catalyst class is: 2. (3) Reactant: [N+:1]([C:4]1[O:8][C:7]([C:9](Cl)=[O:10])=[CH:6][CH:5]=1)([O-:3])=[O:2].[N:12]1[CH:17]=[CH:16][CH:15]=[CH:14][C:13]=1[N:18]1[CH2:23][CH2:22][N:21]([C:24]2[CH:29]=[CH:28][C:27]([NH2:30])=[CH:26][CH:25]=2)[CH2:20][CH2:19]1.CCN(CC)CC. Product: [N:12]1[CH:17]=[CH:16][CH:15]=[CH:14][C:13]=1[N:18]1[CH2:23][CH2:22][N:21]([C:24]2[CH:25]=[CH:26][C:27]([NH:30][C:9]([C:7]3[O:8][C:4]([N+:1]([O-:3])=[O:2])=[CH:5][CH:6]=3)=[O:10])=[CH:28][CH:29]=2)[CH2:20][CH2:19]1. The catalyst class is: 2.